This data is from Reaction yield outcomes from USPTO patents with 853,638 reactions. The task is: Predict the reaction yield, written as a fraction of the theoretical maximum amount of product (1.0 means a 100% yield; for example, 0.34 means a 34% yield). The reactants are C([N:5]1[C:9]2=[N:10][CH:11]=[C:12]([S:14][C:15]3[CH:20]=[C:19]([F:21])[CH:18]=[C:17]([F:22])[CH:16]=3)[CH:13]=[C:8]2[C:7]([NH:23][C:24]([NH:26][C:27]2[CH:32]=[CH:31][C:30]([N:33]3[CH2:38][CH2:37][N:36]([CH3:39])[CH2:35][CH2:34]3)=[CH:29][CH:28]=2)=[O:25])=[N:6]1)(C)(C)C. The catalyst is FC(F)(F)C(O)=O.C([O-])(O)=O.[Na+]. The product is [F:21][C:19]1[CH:20]=[C:15]([S:14][C:12]2[CH:13]=[C:8]3[C:7]([NH:23][C:24]([NH:26][C:27]4[CH:32]=[CH:31][C:30]([N:33]5[CH2:38][CH2:37][N:36]([CH3:39])[CH2:35][CH2:34]5)=[CH:29][CH:28]=4)=[O:25])=[N:6][NH:5][C:9]3=[N:10][CH:11]=2)[CH:16]=[C:17]([F:22])[CH:18]=1. The yield is 0.820.